Dataset: Peptide-MHC class I binding affinity with 185,985 pairs from IEDB/IMGT. Task: Regression. Given a peptide amino acid sequence and an MHC pseudo amino acid sequence, predict their binding affinity value. This is MHC class I binding data. (1) The binding affinity (normalized) is 0.907. The peptide sequence is TLARGFPFV. The MHC is HLA-A02:01 with pseudo-sequence HLA-A02:01. (2) The peptide sequence is AIIDYIAYM. The MHC is HLA-A01:01 with pseudo-sequence HLA-A01:01. The binding affinity (normalized) is 0.0847. (3) The peptide sequence is MRRSRPSGDLR. The MHC is HLA-B27:05 with pseudo-sequence HLA-B27:05. The binding affinity (normalized) is 0.367.